Dataset: NCI-60 drug combinations with 297,098 pairs across 59 cell lines. Task: Regression. Given two drug SMILES strings and cell line genomic features, predict the synergy score measuring deviation from expected non-interaction effect. (1) Drug 1: C1C(C(OC1N2C=NC3=C(N=C(N=C32)Cl)N)CO)O. Drug 2: CC12CCC3C(C1CCC2O)C(CC4=C3C=CC(=C4)O)CCCCCCCCCS(=O)CCCC(C(F)(F)F)(F)F. Cell line: ACHN. Synergy scores: CSS=34.0, Synergy_ZIP=-0.390, Synergy_Bliss=4.46, Synergy_Loewe=-17.8, Synergy_HSA=0.204. (2) Drug 1: CCC1=C2CN3C(=CC4=C(C3=O)COC(=O)C4(CC)O)C2=NC5=C1C=C(C=C5)O. Drug 2: C1C(C(OC1N2C=NC3=C2NC=NCC3O)CO)O. Cell line: MDA-MB-435. Synergy scores: CSS=6.13, Synergy_ZIP=-1.03, Synergy_Bliss=3.53, Synergy_Loewe=-6.60, Synergy_HSA=1.51. (3) Drug 1: CC1=C2C(C(=O)C3(C(CC4C(C3C(C(C2(C)C)(CC1OC(=O)C(C(C5=CC=CC=C5)NC(=O)OC(C)(C)C)O)O)OC(=O)C6=CC=CC=C6)(CO4)OC(=O)C)O)C)O. Drug 2: CCN(CC)CCCC(C)NC1=C2C=C(C=CC2=NC3=C1C=CC(=C3)Cl)OC. Cell line: CAKI-1. Synergy scores: CSS=24.2, Synergy_ZIP=-3.00, Synergy_Bliss=5.55, Synergy_Loewe=-25.5, Synergy_HSA=-9.44. (4) Drug 1: CCC1(CC2CC(C3=C(CCN(C2)C1)C4=CC=CC=C4N3)(C5=C(C=C6C(=C5)C78CCN9C7C(C=CC9)(C(C(C8N6C)(C(=O)OC)O)OC(=O)C)CC)OC)C(=O)OC)O.OS(=O)(=O)O. Drug 2: CCC1=C2CN3C(=CC4=C(C3=O)COC(=O)C4(CC)O)C2=NC5=C1C=C(C=C5)O. Cell line: SN12C. Synergy scores: CSS=31.7, Synergy_ZIP=1.68, Synergy_Bliss=3.47, Synergy_Loewe=-8.47, Synergy_HSA=2.63. (5) Drug 1: CNC(=O)C1=CC=CC=C1SC2=CC3=C(C=C2)C(=NN3)C=CC4=CC=CC=N4. Drug 2: C1=CC=C(C(=C1)C(C2=CC=C(C=C2)Cl)C(Cl)Cl)Cl. Cell line: T-47D. Synergy scores: CSS=13.4, Synergy_ZIP=2.59, Synergy_Bliss=8.67, Synergy_Loewe=7.75, Synergy_HSA=7.92. (6) Drug 1: C1C(C(OC1N2C=NC3=C(N=C(N=C32)Cl)N)CO)O. Drug 2: CCC1(CC2CC(C3=C(CCN(C2)C1)C4=CC=CC=C4N3)(C5=C(C=C6C(=C5)C78CCN9C7C(C=CC9)(C(C(C8N6C)(C(=O)OC)O)OC(=O)C)CC)OC)C(=O)OC)O.OS(=O)(=O)O. Cell line: T-47D. Synergy scores: CSS=-3.09, Synergy_ZIP=-0.729, Synergy_Bliss=-1.40, Synergy_Loewe=-8.65, Synergy_HSA=-7.53. (7) Drug 1: C1=NC2=C(N1)C(=S)N=C(N2)N. Drug 2: C1CC(C1)(C(=O)O)C(=O)O.[NH2-].[NH2-].[Pt+2]. Cell line: RXF 393. Synergy scores: CSS=43.2, Synergy_ZIP=-7.36, Synergy_Bliss=-7.50, Synergy_Loewe=-7.79, Synergy_HSA=-5.69. (8) Drug 1: CN1C2=C(C=C(C=C2)N(CCCl)CCCl)N=C1CCCC(=O)O.Cl. Drug 2: C1CC(=O)NC(=O)C1N2C(=O)C3=CC=CC=C3C2=O. Cell line: IGROV1. Synergy scores: CSS=0.523, Synergy_ZIP=0.120, Synergy_Bliss=0.115, Synergy_Loewe=-0.713, Synergy_HSA=-1.22. (9) Drug 1: C1=NC2=C(N1)C(=S)N=C(N2)N. Drug 2: CCC1=C2CN3C(=CC4=C(C3=O)COC(=O)C4(CC)O)C2=NC5=C1C=C(C=C5)O. Cell line: A549. Synergy scores: CSS=39.3, Synergy_ZIP=-0.234, Synergy_Bliss=0.409, Synergy_Loewe=-8.51, Synergy_HSA=2.69.